From a dataset of Tyrosyl-DNA phosphodiesterase HTS with 341,365 compounds. Binary Classification. Given a drug SMILES string, predict its activity (active/inactive) in a high-throughput screening assay against a specified biological target. (1) The molecule is FC(F)(F)COc1cc(OCC(F)(F)F)cc(N)c1. The result is 0 (inactive). (2) The compound is Fc1c(CN2CCC(CC2)(CCc2ccccc2)CO)c(F)ccc1F. The result is 0 (inactive). (3) The molecule is Brc1c(OCCCN(Cc2ccccc2)C)cccc1. The result is 0 (inactive).